From a dataset of NCI-60 drug combinations with 297,098 pairs across 59 cell lines. Regression. Given two drug SMILES strings and cell line genomic features, predict the synergy score measuring deviation from expected non-interaction effect. (1) Drug 1: CC(CN1CC(=O)NC(=O)C1)N2CC(=O)NC(=O)C2. Drug 2: C#CCC(CC1=CN=C2C(=N1)C(=NC(=N2)N)N)C3=CC=C(C=C3)C(=O)NC(CCC(=O)O)C(=O)O. Cell line: CAKI-1. Synergy scores: CSS=21.4, Synergy_ZIP=-10.1, Synergy_Bliss=-3.17, Synergy_Loewe=-2.07, Synergy_HSA=-2.34. (2) Drug 1: CC1=CC=C(C=C1)C2=CC(=NN2C3=CC=C(C=C3)S(=O)(=O)N)C(F)(F)F. Drug 2: CC1=C(C(=O)C2=C(C1=O)N3CC4C(C3(C2COC(=O)N)OC)N4)N. Cell line: SW-620. Synergy scores: CSS=29.1, Synergy_ZIP=-0.108, Synergy_Bliss=-2.60, Synergy_Loewe=-29.2, Synergy_HSA=-2.65. (3) Synergy scores: CSS=57.2, Synergy_ZIP=5.38, Synergy_Bliss=4.21, Synergy_Loewe=-2.47, Synergy_HSA=8.32. Drug 2: CCN(CC)CCNC(=O)C1=C(NC(=C1C)C=C2C3=C(C=CC(=C3)F)NC2=O)C. Drug 1: C1=CN(C(=O)N=C1N)C2C(C(C(O2)CO)O)(F)F. Cell line: UACC62.